From a dataset of Full USPTO retrosynthesis dataset with 1.9M reactions from patents (1976-2016). Predict the reactants needed to synthesize the given product. (1) The reactants are: [Cl:1][C:2]1[CH:7]=[CH:6][CH:5]=[CH:4][C:3]=1[OH:8].Cl[C:10]1[C:19]2[C:14](=[CH:15][C:16]([O:20][CH3:21])=[CH:17][CH:18]=2)[CH:13]=[C:12]([NH:22][C:23]2[CH:27]=[C:26]([CH3:28])[NH:25][N:24]=2)[N:11]=1. Given the product [Cl:1][C:2]1[CH:7]=[CH:6][CH:5]=[CH:4][C:3]=1[O:8][C:10]1[C:19]2[C:14](=[CH:15][C:16]([O:20][CH3:21])=[CH:17][CH:18]=2)[CH:13]=[C:12]([NH:22][C:23]2[CH:27]=[C:26]([CH3:28])[NH:25][N:24]=2)[N:11]=1, predict the reactants needed to synthesize it. (2) Given the product [CH2:1]([O:4][C:5]1[CH:12]=[CH:11][C:8]([CH2:9][NH:17][C:16]2[CH:18]=[CH:19][CH:20]=[C:21]([N+:22]([O-:24])=[O:23])[C:15]=2[CH3:14])=[C:7]([F:13])[CH:6]=1)[CH:2]=[CH2:3], predict the reactants needed to synthesize it. The reactants are: [CH2:1]([O:4][C:5]1[CH:12]=[CH:11][C:8]([CH:9]=O)=[C:7]([F:13])[CH:6]=1)[CH:2]=[CH2:3].[CH3:14][C:15]1[C:21]([N+:22]([O-:24])=[O:23])=[CH:20][CH:19]=[CH:18][C:16]=1[NH2:17]. (3) Given the product [C:11]1([CH:17]([N:23]2[CH:27]=[C:26]([C:28]3[C:29]4[CH:36]=[CH:35][N:34]([CH2:37][O:38][CH2:39][CH2:40][Si:41]([CH3:42])([CH3:44])[CH3:43])[C:30]=4[N:31]=[CH:32][N:33]=3)[CH:25]=[N:24]2)[CH2:18][CH2:19][OH:20])[CH:16]=[CH:15][CH:14]=[CH:13][CH:12]=1, predict the reactants needed to synthesize it. The reactants are: [H-].C([Al+]CC(C)C)C(C)C.[C:11]1([CH:17]([N:23]2[CH:27]=[C:26]([C:28]3[C:29]4[CH:36]=[CH:35][N:34]([CH2:37][O:38][CH2:39][CH2:40][Si:41]([CH3:44])([CH3:43])[CH3:42])[C:30]=4[N:31]=[CH:32][N:33]=3)[CH:25]=[N:24]2)[CH2:18][C:19](OC)=[O:20])[CH:16]=[CH:15][CH:14]=[CH:13][CH:12]=1.C(Cl)Cl. (4) Given the product [CH2:1]([O:3][C:4]([N:6]1[CH2:11][CH2:10][CH:9]([C:12]2[C:20]3[C:15](=[CH:16][CH:17]=[CH:18][CH:19]=3)[N:14]([CH2:22][CH2:23][CH:24]3[O:28][CH2:27][CH2:26][O:25]3)[CH:13]=2)[CH2:8][CH2:7]1)=[O:5])[CH3:2], predict the reactants needed to synthesize it. The reactants are: [CH2:1]([O:3][C:4]([N:6]1[CH2:11][CH2:10][CH:9]([C:12]2[C:20]3[C:15](=[CH:16][CH:17]=[CH:18][CH:19]=3)[NH:14][CH:13]=2)[CH2:8][CH2:7]1)=[O:5])[CH3:2].Br[CH2:22][CH2:23][CH:24]1[O:28][CH2:27][CH2:26][O:25]1. (5) Given the product [CH3:3][S:4]([C:7]1[CH:12]=[CH:11][C:10]([C:13]2[CH:14]=[CH:15][C:16]([O:19][CH2:20][CH:21]3[CH2:26][CH2:25][N:24]([C:37]([O:39][CH:40]([CH3:42])[CH3:41])=[O:38])[CH2:23][CH2:22]3)=[N:17][CH:18]=2)=[CH:9][CH:8]=1)(=[O:5])=[O:6], predict the reactants needed to synthesize it. The reactants are: Cl.Cl.[CH3:3][S:4]([C:7]1[CH:12]=[CH:11][C:10]([C:13]2[CH:14]=[CH:15][C:16]([O:19][CH2:20][CH:21]3[CH2:26][CH2:25][NH:24][CH2:23][CH2:22]3)=[N:17][CH:18]=2)=[CH:9][CH:8]=1)(=[O:6])=[O:5].C(N(C(C)C)CC)(C)C.Cl[C:37]([O:39][CH:40]([CH3:42])[CH3:41])=[O:38].